Dataset: NCI-60 drug combinations with 297,098 pairs across 59 cell lines. Task: Regression. Given two drug SMILES strings and cell line genomic features, predict the synergy score measuring deviation from expected non-interaction effect. (1) Drug 1: CCN(CC)CCNC(=O)C1=C(NC(=C1C)C=C2C3=C(C=CC(=C3)F)NC2=O)C. Drug 2: CC(C)CN1C=NC2=C1C3=CC=CC=C3N=C2N. Cell line: NCI-H322M. Synergy scores: CSS=-3.60, Synergy_ZIP=1.11, Synergy_Bliss=-2.59, Synergy_Loewe=-3.99, Synergy_HSA=-5.60. (2) Drug 1: CC(C1=C(C=CC(=C1Cl)F)Cl)OC2=C(N=CC(=C2)C3=CN(N=C3)C4CCNCC4)N. Drug 2: CC1=CC=C(C=C1)C2=CC(=NN2C3=CC=C(C=C3)S(=O)(=O)N)C(F)(F)F. Cell line: MDA-MB-231. Synergy scores: CSS=6.34, Synergy_ZIP=-2.63, Synergy_Bliss=0.625, Synergy_Loewe=-3.21, Synergy_HSA=-0.0564. (3) Drug 1: CC12CCC(CC1=CCC3C2CCC4(C3CC=C4C5=CN=CC=C5)C)O. Drug 2: CN(CCCl)CCCl.Cl. Synergy scores: CSS=28.9, Synergy_ZIP=-3.93, Synergy_Bliss=6.01, Synergy_Loewe=0.544, Synergy_HSA=6.69. Cell line: 786-0. (4) Drug 1: CCCS(=O)(=O)NC1=C(C(=C(C=C1)F)C(=O)C2=CNC3=C2C=C(C=N3)C4=CC=C(C=C4)Cl)F. Drug 2: C1=NNC2=C1C(=O)NC=N2. Cell line: MDA-MB-435. Synergy scores: CSS=20.4, Synergy_ZIP=0.247, Synergy_Bliss=0.630, Synergy_Loewe=-27.5, Synergy_HSA=-1.34. (5) Drug 1: CCC1(CC2CC(C3=C(CCN(C2)C1)C4=CC=CC=C4N3)(C5=C(C=C6C(=C5)C78CCN9C7C(C=CC9)(C(C(C8N6C=O)(C(=O)OC)O)OC(=O)C)CC)OC)C(=O)OC)O.OS(=O)(=O)O. Drug 2: C1CCC(C(C1)N)N.C(=O)(C(=O)[O-])[O-].[Pt+4]. Cell line: UO-31. Synergy scores: CSS=14.1, Synergy_ZIP=-2.68, Synergy_Bliss=6.64, Synergy_Loewe=1.31, Synergy_HSA=1.32. (6) Drug 1: CC1C(C(CC(O1)OC2CC(OC(C2O)C)OC3=CC4=CC5=C(C(=O)C(C(C5)C(C(=O)C(C(C)O)O)OC)OC6CC(C(C(O6)C)O)OC7CC(C(C(O7)C)O)OC8CC(C(C(O8)C)O)(C)O)C(=C4C(=C3C)O)O)O)O. Drug 2: CN(C(=O)NC(C=O)C(C(C(CO)O)O)O)N=O. Cell line: NCI/ADR-RES. Synergy scores: CSS=-0.450, Synergy_ZIP=-2.87, Synergy_Bliss=-3.54, Synergy_Loewe=-19.2, Synergy_HSA=-6.17.